From a dataset of Full USPTO retrosynthesis dataset with 1.9M reactions from patents (1976-2016). Predict the reactants needed to synthesize the given product. (1) Given the product [NH2:1][C:2]([NH:4][C:5]1[N:14]=[CH:13][C:12]2[CH:11]=[CH:10][C:9]3[C:15]([C:19]([NH2:27])=[O:21])=[N:16][N:17]([CH3:18])[C:8]=3[C:7]=2[N:6]=1)=[O:3], predict the reactants needed to synthesize it. The reactants are: [NH2:1][C:2]([NH:4][C:5]1[N:14]=[CH:13][C:12]2[CH:11]=[CH:10][C:9]3[C:15]([C:19]([O:21]CC)=O)=[N:16][N:17]([CH3:18])[C:8]=3[C:7]=2[N:6]=1)=[O:3].CO.C[N:27](C)C=O.[OH-].[NH4+]. (2) Given the product [Cl:20][C:21]1[CH:29]=[C:28]2[C:24]([CH2:25][C:26](=[O:30])[NH:27]2)=[CH:23][C:22]=1[C:2]1[CH:7]=[CH:6][C:5]([C:8]2[CH:13]=[CH:12][C:11]([N:14]3[CH:18]=[CH:17][N:16]=[C:15]3[CH3:19])=[CH:10][CH:9]=2)=[CH:4][CH:3]=1, predict the reactants needed to synthesize it. The reactants are: Br[C:2]1[CH:7]=[CH:6][C:5]([C:8]2[CH:13]=[CH:12][C:11]([N:14]3[CH:18]=[CH:17][N:16]=[C:15]3[CH3:19])=[CH:10][CH:9]=2)=[CH:4][CH:3]=1.[Cl:20][C:21]1[CH:29]=[C:28]2[C:24]([CH2:25][C:26](=[O:30])[NH:27]2)=[CH:23][C:22]=1B1OC(C)(C)C(C)(C)O1.[O-]P([O-])([O-])=O.[K+].[K+].[K+]. (3) Given the product [CH2:23]([C:22]1([CH2:14][CH2:13][OH:17])[C:10]2[NH:11][C:12]3[C:8]([C:9]=2[CH2:26][CH2:25][O:24]1)=[CH:7][CH:6]=[CH:5][C:4]=3[CH:1]([CH3:3])[CH3:2])[CH3:20], predict the reactants needed to synthesize it. The reactants are: [CH:1]([C:4]1[CH:5]=[CH:6][CH:7]=[C:8]2[C:12]=1[NH:11][CH:10]=[CH:9]2)([CH3:3])[CH3:2].[C:13](Cl)(=[O:17])[C:14](Cl)=O.Cl[CH2:20]Cl.[CH2:22]([O:24][CH2:25][CH3:26])[CH3:23]. (4) Given the product [CH2:29]([NH:36][C:2]1[N:7]2[N:8]=[C:9]([C:20]3[CH:25]=[CH:24][N:23]=[C:22]([NH:36][CH2:29][C:30]4[CH:35]=[CH:34][CH:33]=[CH:32][CH:31]=4)[N:21]=3)[C:10]([C:11]3[CH:16]=[CH:15][N:14]=[C:13]([NH:36][CH2:29][C:30]4[CH:35]=[CH:34][CH:33]=[CH:32][CH:31]=4)[N:12]=3)=[C:6]2[CH:5]=[CH:4][CH:3]=1)[C:30]1[CH:35]=[CH:34][CH:33]=[CH:32][CH:31]=1, predict the reactants needed to synthesize it. The reactants are: Cl[C:2]1[N:7]2[N:8]=[C:9]([C:20]3[CH:25]=[CH:24][N:23]=[C:22](S(C)=O)[N:21]=3)[C:10]([C:11]3[CH:16]=[CH:15][N:14]=[C:13](S(C)=O)[N:12]=3)=[C:6]2[CH:5]=[CH:4][CH:3]=1.[CH2:29]([NH2:36])[C:30]1[CH:35]=[CH:34][CH:33]=[CH:32][CH:31]=1. (5) Given the product [Cl:31][C:13]1[CH:12]=[CH:11][N:10]=[C:9]2[NH:8][C:16]([C@H:17]3[CH2:22][CH2:21][C@H:20]([NH:23][C:24](=[O:30])[O:25][C:26]([CH3:29])([CH3:28])[CH3:27])[CH2:19][CH2:18]3)=[CH:15][C:14]=12, predict the reactants needed to synthesize it. The reactants are: C(OC([NH:8][C:9]1[C:14]([C:15]#[C:16][C@H:17]2[CH2:22][CH2:21][C@H:20]([NH:23][C:24](=[O:30])[O:25][C:26]([CH3:29])([CH3:28])[CH3:27])[CH2:19][CH2:18]2)=[C:13]([Cl:31])[CH:12]=[CH:11][N:10]=1)=O)(C)(C)C.CC(C)([O-])C.[K+]. (6) Given the product [C:32]12([CH:30]([OH:31])[CH2:29][NH:28][C:24]3[C:25]4[CH2:26][CH2:27][N:18]([C:16](=[O:17])[C@@H:15]([NH2:14])[CH2:42][C:43]5[CH:44]=[CH:45][CH:46]=[CH:47][CH:48]=5)[CH2:19][C:20]=4[N:21]=[CH:22][N:23]=3)[CH2:33][CH:34]3[CH2:35][CH:36]([CH2:37][CH:38]([CH2:40]3)[CH2:39]1)[CH2:41]2, predict the reactants needed to synthesize it. The reactants are: FC(F)(F)C(O)=O.C(OC(=O)[NH:14][C@@H:15]([CH2:42][C:43]1[CH:48]=[CH:47][CH:46]=[CH:45][CH:44]=1)[C:16]([N:18]1[CH2:27][CH2:26][C:25]2[C:24]([NH:28][CH2:29][CH:30]([C:32]34[CH2:41][CH:36]5[CH2:37][CH:38]([CH2:40][CH:34]([CH2:35]5)[CH2:33]3)[CH2:39]4)[OH:31])=[N:23][CH:22]=[N:21][C:20]=2[CH2:19]1)=[O:17])(C)(C)C.